Dataset: Full USPTO retrosynthesis dataset with 1.9M reactions from patents (1976-2016). Task: Predict the reactants needed to synthesize the given product. (1) Given the product [CH3:28][C:23]1[NH:24][C:25]2[C:21]([CH:22]=1)=[CH:20][C:19]([NH:18][C:2]1[CH:7]=[C:6]([C:8]([F:11])([F:10])[F:9])[N:5]=[C:4]([C:12]3[CH:13]=[N:14][CH:15]=[CH:16][CH:17]=3)[N:3]=1)=[CH:27][CH:26]=2, predict the reactants needed to synthesize it. The reactants are: Cl[C:2]1[CH:7]=[C:6]([C:8]([F:11])([F:10])[F:9])[N:5]=[C:4]([C:12]2[CH:13]=[N:14][CH:15]=[CH:16][CH:17]=2)[N:3]=1.[NH2:18][C:19]1[CH:20]=[C:21]2[C:25](=[CH:26][CH:27]=1)[NH:24][C:23]([CH3:28])=[CH:22]2. (2) The reactants are: ClC1C=C(OC)C(NS(C2N=CN(C)C=2)(=O)=O)=NC=1.[F:20][C:21]([F:34])([F:33])[O:22][C:23]1[CH:24]=[C:25]([S:29](Cl)(=[O:31])=[O:30])[CH:26]=[CH:27][CH:28]=1.CN1C=C(S(Cl)(=O)=O)N=C1.[Br:45][C:46]1[CH:47]=[C:48]([O:53][CH3:54])[C:49]([NH2:52])=[N:50][CH:51]=1.ClC1C=C(OC)C(N)=NC=1. Given the product [Br:45][C:46]1[CH:47]=[C:48]([O:53][CH3:54])[C:49]([NH:52][S:29]([C:25]2[CH:26]=[CH:27][CH:28]=[C:23]([O:22][C:21]([F:34])([F:33])[F:20])[CH:24]=2)(=[O:31])=[O:30])=[N:50][CH:51]=1, predict the reactants needed to synthesize it.